Dataset: Catalyst prediction with 721,799 reactions and 888 catalyst types from USPTO. Task: Predict which catalyst facilitates the given reaction. (1) Reactant: [Cl:1][C:2]1[C:7]([CH3:8])=[C:6]([O:9][CH2:10][C:11]([O:13]C)=[O:12])[N:5]=[C:4]([CH:15]2[CH2:17][CH2:16]2)[N:3]=1.N. Product: [Cl:1][C:2]1[C:7]([CH3:8])=[C:6]([O:9][CH2:10][C:11]([OH:13])=[O:12])[N:5]=[C:4]([CH:15]2[CH2:17][CH2:16]2)[N:3]=1. The catalyst class is: 5. (2) Reactant: C[O-].[Na+].[Br:4][C:5]1[CH:6]=[CH:7][C:8]2[C:9]3[S:24][C:23]([CH2:25][CH2:26][CH3:27])=[N:22][C:10]=3[C:11]([NH:15]C(=O)C(Cl)(Cl)Cl)=[N:12][C:13]=2[CH:14]=1. The catalyst class is: 5. Product: [Br:4][C:5]1[CH:6]=[CH:7][C:8]2[C:9]3[S:24][C:23]([CH2:25][CH2:26][CH3:27])=[N:22][C:10]=3[C:11]([NH2:15])=[N:12][C:13]=2[CH:14]=1. (3) Reactant: [CH3:1][CH:2]1[C:10]2[C:5](=[CH:6][N:7]=[C:8]([CH2:11][OH:12])[CH:9]=2)[O:4][CH2:3]1.[CH3:13][C:14](OC(C)=O)=[O:15]. Product: [C:14]([O:12][CH2:11][C:8]1[CH:9]=[C:10]2[CH:2]([CH3:1])[CH2:3][O:4][C:5]2=[CH:6][N:7]=1)(=[O:15])[CH3:13]. The catalyst class is: 17. (4) Reactant: N#N.[Mg].Br[C:5]1[CH:10]=[CH:9][C:8]([C:11]#[C:12][C:13]2[CH:18]=[CH:17][C:16]([CH2:19][CH2:20][CH2:21][CH2:22][CH2:23][CH3:24])=[CH:15][CH:14]=2)=[CH:7][CH:6]=1.II.[CH:27](N1CCCCC1)=[O:28].Cl. Product: [CH2:19]([C:16]1[CH:17]=[CH:18][C:13]([C:12]#[C:11][C:8]2[CH:9]=[CH:10][C:5]([CH:27]=[O:28])=[CH:6][CH:7]=2)=[CH:14][CH:15]=1)[CH2:20][CH2:21][CH2:22][CH2:23][CH3:24]. The catalyst class is: 20.